This data is from Forward reaction prediction with 1.9M reactions from USPTO patents (1976-2016). The task is: Predict the product of the given reaction. (1) Given the reactants C([N:8]1[CH2:11][C:10](=[CH:12][C:13]#[N:14])[CH2:9]1)(OC(C)(C)C)=O.[ClH:15].[C@@H:16]12[NH:23][C@@H:20]([CH2:21][CH2:22]1)[CH2:19][N:18]([C:24]1[CH:29]=[CH:28][N:27]=[C:26]([NH:30][C:31]3[CH:32]=[N:33][N:34]([CH3:36])[CH:35]=3)[N:25]=1)[CH2:17]2.C1CCN2C(=NCCC2)CC1, predict the reaction product. The product is: [ClH:15].[CH3:36][N:34]1[CH:35]=[C:31]([NH:30][C:26]2[N:25]=[C:24]([N:18]3[CH2:19][C@H:20]4[N:23]([C:10]5([CH2:12][C:13]#[N:14])[CH2:9][NH:8][CH2:11]5)[C@H:16]([CH2:22][CH2:21]4)[CH2:17]3)[CH:29]=[CH:28][N:27]=2)[CH:32]=[N:33]1. (2) Given the reactants [N:1](C1C=CC(C)=C(C(C2C=CC(NC3C=CC(C(F)(F)F)=CC=3)=CC=2Cl)=O)C=1)=[N+:2]=[N-].[NH2:31][C:32]1[CH:33]=[CH:34][C:35]([CH3:56])=[C:36]([C:38]([C:40]2[CH:45]=[CH:44][C:43]([NH:46][C:47]3[CH:52]=[CH:51][C:50]([F:53])=[CH:49][C:48]=3[Cl:54])=[CH:42][C:41]=2[Cl:55])=[O:39])[CH:37]=1, predict the reaction product. The product is: [N:31]([C:32]1[CH:33]=[CH:34][C:35]([CH3:56])=[C:36]([C:38]([C:40]2[CH:45]=[CH:44][C:43]([NH:46][C:47]3[CH:52]=[CH:51][C:50]([F:53])=[CH:49][C:48]=3[Cl:54])=[CH:42][C:41]=2[Cl:55])=[O:39])[CH:37]=1)=[N+:1]=[N-:2]. (3) Given the reactants [F:1][C:2]([F:34])([F:33])[C:3]1[CH:8]=[CH:7][C:6](/[CH:9]=[CH:10]/[C:11]2[O:12][CH:13]=[C:14]([CH2:16][O:17][C:18]3[CH:23]=[CH:22][C:21]([CH2:24][CH2:25][CH2:26][CH2:27][N:28]4[CH:32]=[CH:31][N:30]=[N:29]4)=[CH:20][CH:19]=3)[N:15]=2)=[CH:5][CH:4]=1.O.[C:36]1([CH3:46])[CH:41]=[CH:40][C:39]([S:42]([OH:45])(=[O:44])=[O:43])=[CH:38][CH:37]=1, predict the reaction product. The product is: [C:36]1([CH3:46])[CH:37]=[CH:38][C:39]([S:42]([OH:45])(=[O:43])=[O:44])=[CH:40][CH:41]=1.[F:34][C:2]([F:1])([F:33])[C:3]1[CH:4]=[CH:5][C:6](/[CH:9]=[CH:10]/[C:11]2[O:12][CH:13]=[C:14]([CH2:16][O:17][C:18]3[CH:23]=[CH:22][C:21]([CH2:24][CH2:25][CH2:26][CH2:27][N:28]4[CH:32]=[CH:31][N:30]=[N:29]4)=[CH:20][CH:19]=3)[N:15]=2)=[CH:7][CH:8]=1. (4) Given the reactants ClC1C=C(C=CC=1)C(OO)=[O:6].[CH2:12]([C:14]1[N:15]([CH2:27][C:28]#[CH:29])[C:16]2[C:25]3[CH:24]=[CH:23][CH:22]=[CH:21][C:20]=3[N:19]=[CH:18][C:17]=2[N:26]=1)[CH3:13], predict the reaction product. The product is: [CH2:12]([C:14]1[N:15]([CH2:27][C:28]#[CH:29])[C:16]2[C:25]3[CH:24]=[CH:23][CH:22]=[CH:21][C:20]=3[N+:19]([O-:6])=[CH:18][C:17]=2[N:26]=1)[CH3:13]. (5) Given the reactants [C:1]([C:3]1[CH:8]=[CH:7][C:6]([NH:9][C@@H:10]([CH:16]([CH3:18])[CH3:17])[C:11]([O:13][CH2:14][CH3:15])=[O:12])=[CH:5][CH:4]=1)#[N:2].[BH4-].[Na+].C([O-])(O)=O.[Na+].[C:26]([O:30][C:31](O[C:31]([O:30][C:26]([CH3:29])([CH3:28])[CH3:27])=[O:32])=[O:32])([CH3:29])([CH3:28])[CH3:27], predict the reaction product. The product is: [C:26]([O:30][C:31]([NH:2][CH2:1][C:3]1[CH:4]=[CH:5][C:6]([NH:9][C@@H:10]([CH:16]([CH3:17])[CH3:18])[C:11]([O:13][CH2:14][CH3:15])=[O:12])=[CH:7][CH:8]=1)=[O:32])([CH3:29])([CH3:28])[CH3:27]. (6) Given the reactants C(OC(=O)O[C@H:6]1[CH2:10][C@@H:9]([N:11]2[CH:19]=[N:18][C:17]3[C:12]2=[N:13][C:14]([I:21])=[N:15][C:16]=3[Cl:20])[CH:8]=[CH:7]1)C.[C:23]([O:27][C:28](=[O:33])[NH:29][C:30](=[O:32])[CH3:31])([CH3:26])([CH3:25])[CH3:24].C1(P(C2C=CC=CC=2)C2C=CC=CC=2)C=CC=CC=1, predict the reaction product. The product is: [C:23]([O:27][C:28](=[O:33])[N:29]([C:30](=[O:32])[CH3:31])[C@H:6]1[CH2:10][C@@H:9]([N:11]2[CH:19]=[N:18][C:17]3[C:12]2=[N:13][C:14]([I:21])=[N:15][C:16]=3[Cl:20])[CH:8]=[CH:7]1)([CH3:26])([CH3:24])[CH3:25]. (7) The product is: [NH2:1][C@H:4]1[CH2:9][C:8]([CH3:11])([CH3:10])[O:7][C@@H:6]([C:12]2[CH:21]=[CH:20][C:15]([C:16]([O:18][CH3:19])=[O:17])=[CH:14][CH:13]=2)[CH2:5]1. Given the reactants [N:1]([C@H:4]1[CH2:9][C:8]([CH3:11])([CH3:10])[O:7][C@@H:6]([C:12]2[CH:21]=[CH:20][C:15]([C:16]([O:18][CH3:19])=[O:17])=[CH:14][CH:13]=2)[CH2:5]1)=[N+]=[N-].O, predict the reaction product.